Dataset: Peptide-MHC class I binding affinity with 185,985 pairs from IEDB/IMGT. Task: Regression. Given a peptide amino acid sequence and an MHC pseudo amino acid sequence, predict their binding affinity value. This is MHC class I binding data. (1) The peptide sequence is FVHSGFIYF. The MHC is HLA-A23:01 with pseudo-sequence HLA-A23:01. The binding affinity (normalized) is 0.459. (2) The peptide sequence is FAIVPPLQI. The MHC is HLA-B18:01 with pseudo-sequence HLA-B18:01. The binding affinity (normalized) is 0.0847.